Task: Predict the product of the given reaction.. Dataset: Forward reaction prediction with 1.9M reactions from USPTO patents (1976-2016) Given the reactants [Cl:1][C:2]1[C:11]2[C:6](=[CH:7][C:8]([Cl:12])=[CH:9][CH:10]=2)[N:5]=[CH:4][CH:3]=1.[OH:13]O, predict the reaction product. The product is: [Cl:1][C:2]1[C:11]2[C:6](=[CH:7][C:8]([Cl:12])=[CH:9][CH:10]=2)[N+:5]([O-:13])=[CH:4][CH:3]=1.